Dataset: Full USPTO retrosynthesis dataset with 1.9M reactions from patents (1976-2016). Task: Predict the reactants needed to synthesize the given product. (1) Given the product [Cl:25][CH2:14][C:12]1[CH:11]=[CH:10][C:9]2[N:5]([CH2:4][CH:1]3[CH2:3][CH2:2]3)[C:6]([CH2:16][C:17]([CH3:20])([CH3:19])[CH3:18])=[N:7][C:8]=2[CH:13]=1, predict the reactants needed to synthesize it. The reactants are: [CH:1]1([CH2:4][N:5]2[C:9]3[CH:10]=[CH:11][C:12]([CH2:14]O)=[CH:13][C:8]=3[N:7]=[C:6]2[CH2:16][C:17]([CH3:20])([CH3:19])[CH3:18])[CH2:3][CH2:2]1.CS([Cl:25])(=O)=O.C(N(CC)CC)C.O. (2) Given the product [F:14][C:2]([F:1])([F:13])[C:3]1[C:11]2[S:10][CH:9]=[N:8][C:7]=2[CH:6]=[CH:5][CH:4]=1, predict the reactants needed to synthesize it. The reactants are: [F:1][C:2]([F:14])([F:13])[C:3]1[C:11]2[S:10][C:9](S)=[N:8][C:7]=2[CH:6]=[CH:5][CH:4]=1.